This data is from Full USPTO retrosynthesis dataset with 1.9M reactions from patents (1976-2016). The task is: Predict the reactants needed to synthesize the given product. (1) The reactants are: [C-:1]#[N:2].[Na+].[Br:4][C:5]1[C:6]([CH3:12])=[N:7][C:8](F)=[CH:9][CH:10]=1.O. Given the product [Br:4][C:5]1[CH:10]=[CH:9][C:8]([C:1]#[N:2])=[N:7][C:6]=1[CH3:12], predict the reactants needed to synthesize it. (2) Given the product [CH:15]1([N:14]([CH:11]2[CH2:10][CH2:9][NH:8][CH2:13][CH2:12]2)[C:22](=[O:23])[C:21]2[CH:25]=[CH:26][C:27]([C:28]3[O:32][CH:31]=[N:30][CH:29]=3)=[C:19]([F:18])[CH:20]=2)[CH2:16][CH2:17]1, predict the reactants needed to synthesize it. The reactants are: C(OC([N:8]1[CH2:13][CH2:12][CH:11]([NH:14][CH:15]2[CH2:17][CH2:16]2)[CH2:10][CH2:9]1)=O)(C)(C)C.[F:18][C:19]1[CH:20]=[C:21]([CH:25]=[CH:26][C:27]=1[C:28]1[O:32][CH:31]=[N:30][CH:29]=1)[C:22](O)=[O:23].O1C2(CCN(C#N)CC2)OCC1.FC(F)(F)C(O)=O.